From a dataset of Reaction yield outcomes from USPTO patents with 853,638 reactions. Predict the reaction yield, written as a fraction of the theoretical maximum amount of product (1.0 means a 100% yield; for example, 0.34 means a 34% yield). (1) The reactants are [C:1]([O:4][C:5]([CH3:19])([CH2:7][CH2:8][O:9][C:10]1[CH:15]=[CH:14][CH:13]=[C:12]([NH2:16])[C:11]=1[C:17]#[N:18])[CH3:6])(=[O:3])[CH3:2].[S:20](Cl)(=[O:23])(=[O:22])[NH2:21]. No catalyst specified. The product is [C:1]([O:4][C:5]([CH3:19])([CH2:7][CH2:8][O:9][C:10]1[CH:15]=[CH:14][CH:13]=[C:12]([NH:16][S:20](=[O:23])(=[O:22])[NH2:21])[C:11]=1[C:17]#[N:18])[CH3:6])(=[O:3])[CH3:2]. The yield is 1.00. (2) The reactants are C([NH:4][C:5]1[NH:6][C:7](=[O:42])[C:8]2[N:9]=[CH:10][N:11]([C@@H:14]3[O:18][C@H:17]([CH2:19][CH:20]([P:28](=[O:31])([OH:30])[OH:29])[S:21][C:22]4[CH:27]=[CH:26][CH:25]=[CH:24][CH:23]=4)[C@@H:16]([F:32])[C@H:15]3[O:33]C(=O)C3C=CC=CC=3)[C:12]=2[N:13]=1)(=O)C. The catalyst is N.CO. The product is [NH2:4][C:5]1[NH:6][C:7](=[O:42])[C:8]2[N:9]=[CH:10][N:11]([C@@H:14]3[O:18][C@H:17]([CH2:19][CH:20]([P:28](=[O:29])([OH:31])[OH:30])[S:21][C:22]4[CH:23]=[CH:24][CH:25]=[CH:26][CH:27]=4)[C@@H:16]([F:32])[C@H:15]3[OH:33])[C:12]=2[N:13]=1. The yield is 1.00.